Dataset: Full USPTO retrosynthesis dataset with 1.9M reactions from patents (1976-2016). Task: Predict the reactants needed to synthesize the given product. (1) Given the product [CH3:21][O:20][C:18](=[O:19])[CH2:17][N:7]1[C:8]2[C:13](=[CH:12][C:11]([CH3:16])=[CH:10][CH:9]=2)[C:14]([CH3:15])=[C:6]1[C:4]([NH:3][C:2]1[S:22][C:24]([CH2:38][CH2:39][CH:40]2[CH2:41][CH2:42][CH2:43][CH2:44][CH2:45]2)=[C:25]([C:27]2[CH:32]=[C:31]([O:33][CH3:34])[C:30]([Cl:35])=[CH:29][C:28]=2[O:36][CH3:37])[N:1]=1)=[O:5], predict the reactants needed to synthesize it. The reactants are: [NH2:1][C:2](=[S:22])[NH:3][C:4]([C:6]1[N:7]([CH2:17][C:18]([O:20][CH3:21])=[O:19])[C:8]2[C:13]([C:14]=1[CH3:15])=[CH:12][C:11]([CH3:16])=[CH:10][CH:9]=2)=[O:5].Br[CH:24]([CH2:38][CH2:39][CH:40]1[CH2:45][CH2:44][CH2:43][CH2:42][CH2:41]1)[C:25]([C:27]1[CH:32]=[C:31]([O:33][CH3:34])[C:30]([Cl:35])=[CH:29][C:28]=1[O:36][CH3:37])=O. (2) Given the product [OH:1][CH2:2][C:3]([CH3:29])([CH2:7][NH:8][C:9]1[N:14]=[C:13]([NH:15][C:16]2[N:21]=[CH:20][C:19]3[N:22]=[C:23]([CH3:28])[N:24]([CH:25]([CH3:27])[CH3:26])[C:18]=3[CH:17]=2)[CH:12]=[CH:11][N:10]=1)[C:4]([NH2:35])=[O:5], predict the reactants needed to synthesize it. The reactants are: [OH:1][CH2:2][C:3]([CH3:29])([CH2:7][NH:8][C:9]1[N:14]=[C:13]([NH:15][C:16]2[N:21]=[CH:20][C:19]3[N:22]=[C:23]([CH3:28])[N:24]([CH:25]([CH3:27])[CH3:26])[C:18]=3[CH:17]=2)[CH:12]=[CH:11][N:10]=1)[C:4](O)=[O:5].[Cl-].[NH4+].C([N:35](CC)C(C)C)(C)C.F[P-](F)(F)(F)(F)F.CN(C(N(C)C)=[N+]1C2C(=NC=CC=2)[N+]([O-])=N1)C.N. (3) Given the product [Cl:27][C:10]1[N:11]=[N:12][C:13]([CH3:23])=[C:14]([C:15]2[CH:20]=[CH:19][C:18]([S:21][CH3:22])=[CH:17][N:16]=2)[C:9]=1[C:3]1[C:2]([Cl:1])=[CH:7][C:6]([Cl:8])=[CH:5][N:4]=1, predict the reactants needed to synthesize it. The reactants are: [Cl:1][C:2]1[C:3]([C:9]2[C:10](=O)[NH:11][N:12]=[C:13]([CH3:23])[C:14]=2[C:15]2[CH:20]=[CH:19][C:18]([S:21][CH3:22])=[CH:17][N:16]=2)=[N:4][CH:5]=[C:6]([Cl:8])[CH:7]=1.P(Cl)(Cl)([Cl:27])=O. (4) Given the product [N+:1]([C:4]1[CH:9]=[C:8]([O:10][C:11]([F:14])([F:13])[F:12])[CH:7]=[CH:6][C:5]=1[S:15]([NH:1][C:4]1[CH:5]=[CH:6][CH:7]=[C:23]2[C:24]=1[N:19]=[CH:20][CH:21]=[CH:22]2)(=[O:17])=[O:16])([O-:3])=[O:2], predict the reactants needed to synthesize it. The reactants are: [N+:1]([C:4]1[CH:9]=[C:8]([O:10][C:11]([F:14])([F:13])[F:12])[CH:7]=[CH:6][C:5]=1[S:15](Cl)(=[O:17])=[O:16])([O-:3])=[O:2].[N:19]1[CH:24]=[CH:23][CH:22]=[CH:21][CH:20]=1.